Dataset: Reaction yield outcomes from USPTO patents with 853,638 reactions. Task: Predict the reaction yield, written as a fraction of the theoretical maximum amount of product (1.0 means a 100% yield; for example, 0.34 means a 34% yield). (1) The reactants are [F:1][C:2]1[CH:3]=[C:4]2[C:9](=[CH:10][CH:11]=1)[CH:8]=[N:7][CH:6]=[CH:5]2.C1C=C(Cl)C=C(C(OO)=[O:20])C=1. The catalyst is C(Cl)Cl. The product is [F:1][C:2]1[CH:3]=[C:4]2[C:9](=[CH:10][CH:11]=1)[CH:8]=[N+:7]([O-:20])[CH:6]=[CH:5]2. The yield is 1.00. (2) The product is [CH:1]1([CH:4]([NH:7][C:8]2[C:13]([NH2:14])=[C:12]([C:17]3[CH:22]=[CH:21][C:20]([Cl:23])=[CH:19][C:18]=3[Cl:24])[CH:11]=[CH:10][N:9]=2)[CH2:5][CH3:6])[CH2:3][CH2:2]1. The yield is 0.660. The reactants are [CH:1]1([CH:4]([NH:7][C:8]2[C:13]([N+:14]([O-])=O)=[C:12]([C:17]3[CH:22]=[CH:21][C:20]([Cl:23])=[CH:19][C:18]=3[Cl:24])[CH:11]=[CH:10][N:9]=2)[CH2:5][CH3:6])[CH2:3][CH2:2]1.[O-]S(S([O-])=O)=O.[Na+].[Na+]. No catalyst specified. (3) The reactants are C(#[N:3])C.[Br:4][C:5]1[CH:6]=[C:7]([CH:11]=[CH:12][C:13]=1[N+:14]([O-:16])=[O:15])[C:8](O)=[O:9].[Cl-].COC1N=C(OC)N=C([N+]2(C)CCOCC2)N=1.N.CO. The catalyst is ClCCl.O. The product is [Br:4][C:5]1[CH:6]=[C:7]([CH:11]=[CH:12][C:13]=1[N+:14]([O-:16])=[O:15])[C:8]([NH2:3])=[O:9]. The yield is 1.00. (4) The reactants are [F:1][C:2]1[CH:7]=[CH:6][C:5]([C@@:8]([NH:30][S@:31]([C:33]([CH3:36])([CH3:35])[CH3:34])=[O:32])([C:16]2[CH:21]=[C:20]([O:22][C:23]([F:28])([F:27])[CH:24]([F:26])[F:25])[CH:19]=[C:18]([F:29])[CH:17]=2)[CH2:9][C:10]2[CH:15]=[CH:14][CH:13]=[CH:12][CH:11]=2)=[CH:4][C:3]=1[OH:37].N1C=CC=[CH:40][CH:39]=1.C(B1OB(C=C)OB(C=C)O1)=C. The catalyst is C(Cl)Cl.CC([O-])=O.CC([O-])=O.[Cu+2]. The product is [F:1][C:2]1[CH:7]=[CH:6][C:5]([C@@:8]([NH:30][S@:31]([C:33]([CH3:34])([CH3:36])[CH3:35])=[O:32])([C:16]2[CH:21]=[C:20]([O:22][C:23]([F:27])([F:28])[CH:24]([F:25])[F:26])[CH:19]=[C:18]([F:29])[CH:17]=2)[CH2:9][C:10]2[CH:11]=[CH:12][CH:13]=[CH:14][CH:15]=2)=[CH:4][C:3]=1[O:37][CH:39]=[CH2:40]. The yield is 0.870.